From a dataset of Reaction yield outcomes from USPTO patents with 853,638 reactions. Predict the reaction yield, written as a fraction of the theoretical maximum amount of product (1.0 means a 100% yield; for example, 0.34 means a 34% yield). (1) The yield is 0.730. The product is [C:27]([O:26][C:24]([N:14]1[C:13]([NH2:16])=[CH:12][C:11]([C:3]2[CH:2]=[N:1][C:10]3[C:5]([CH:4]=2)=[CH:6][CH:7]=[CH:8][CH:9]=3)=[N:15]1)=[O:25])([CH3:30])([CH3:29])[CH3:28]. The reactants are [N:1]1[C:10]2[C:5](=[CH:6][CH:7]=[CH:8][CH:9]=2)[CH:4]=[C:3]([C:11]2[CH:12]=[C:13]([NH2:16])[NH:14][N:15]=2)[CH:2]=1.C1COCC1.[OH-].[K+].[C:24](O[C:24]([O:26][C:27]([CH3:30])([CH3:29])[CH3:28])=[O:25])([O:26][C:27]([CH3:30])([CH3:29])[CH3:28])=[O:25]. The catalyst is C(Cl)Cl. (2) The reactants are I[C:2]1[CH:7]=[CH:6][C:5]([S:8]([NH:11][CH2:12][C:13]2[CH:27]=[CH:26][C:16]([C:17]([NH:19][C:20]3[CH:21]=[N:22][CH:23]=[CH:24][CH:25]=3)=[O:18])=[CH:15][CH:14]=2)(=[O:10])=[O:9])=[CH:4][CH:3]=1.[Si]([C:32]#[CH:33])(C)(C)C.C([O-])([O-])=O.[K+].[K+]. The catalyst is CCN(CC)CC.CN(C=O)C.CCOC(C)=O.Cl[Pd](Cl)([P](C1C=CC=CC=1)(C1C=CC=CC=1)C1C=CC=CC=1)[P](C1C=CC=CC=1)(C1C=CC=CC=1)C1C=CC=CC=1.[Cu]I. The product is [C:32]([C:2]1[CH:7]=[CH:6][C:5]([S:8]([NH:11][CH2:12][C:13]2[CH:27]=[CH:26][C:16]([C:17]([NH:19][C:20]3[CH:21]=[N:22][CH:23]=[CH:24][CH:25]=3)=[O:18])=[CH:15][CH:14]=2)(=[O:10])=[O:9])=[CH:4][CH:3]=1)#[CH:33]. The yield is 0.770. (3) The reactants are [NH2:1][C:2]1[CH:3]=[C:4]([OH:8])[CH:5]=[CH:6][CH:7]=1.[CH3:9][C:10](O)([CH:12]=[CH2:13])[CH3:11]. The catalyst is C(O)(=O)CC(CC(O)=O)(C(O)=O)O. The product is [NH2:1][C:2]1[C:3]([CH2:13][CH:12]=[C:10]([CH3:11])[CH3:9])=[C:4]([OH:8])[CH:5]=[CH:6][CH:7]=1. The yield is 0.100. (4) The reactants are [F:1][C:2]1[CH:7]=[CH:6][C:5]([CH2:8][C:9]2[CH:18]=[C:17]3[C:12]([C:13]([OH:26])=[C:14]([C:21](OCC)=[O:22])[C:15](=[O:20])[N:16]3[CH3:19])=[N:11][CH:10]=2)=[CH:4][CH:3]=1.C(N(CC)CC)C.Cl.[NH2:35][CH:36]1[CH2:41][CH2:40][CH2:39][CH2:38][CH:37]1[OH:42]. No catalyst specified. The product is [F:1][C:2]1[CH:3]=[CH:4][C:5]([CH2:8][C:9]2[CH:18]=[C:17]3[C:12]([C:13]([OH:26])=[C:14]([C:21]([NH:35][CH:36]4[CH2:41][CH2:40][CH2:39][CH2:38][CH:37]4[OH:42])=[O:22])[C:15](=[O:20])[N:16]3[CH3:19])=[N:11][CH:10]=2)=[CH:6][CH:7]=1. The yield is 0.380. (5) The yield is 0.510. No catalyst specified. The product is [C:1]([NH:4][C@@H:5]([CH2:39][CH2:40][C:41]1[CH:46]=[CH:45][CH:44]=[CH:43][CH:42]=1)[C:6]([NH:8][C@@H:9]([CH2:32][C:33]1[CH:34]=[CH:35][CH:36]=[CH:37][CH:38]=1)[C:10]([NH:12][C@H:13]([B:19]([OH:23])[OH:20])[CH2:14][CH:15]1[CH2:16][CH2:17][CH2:18]1)=[O:11])=[O:7])(=[O:3])[CH3:2]. The reactants are [C:1]([NH:4][C@@H:5]([CH2:39][CH2:40][C:41]1[CH:46]=[CH:45][CH:44]=[CH:43][CH:42]=1)[C:6]([NH:8][C@@H:9]([CH2:32][C:33]1[CH:38]=[CH:37][CH:36]=[CH:35][CH:34]=1)[C:10]([NH:12][C@H:13]([B:19]1[O:23][C@@H]2C[C@@H]3C[C@H]([C@]2(C)[O:20]1)C3(C)C)[CH2:14][CH:15]1[CH2:18][CH2:17][CH2:16]1)=[O:11])=[O:7])(=[O:3])[CH3:2].CO.CCCCCC.Cl.CC(C)CB(O)O.